Dataset: Forward reaction prediction with 1.9M reactions from USPTO patents (1976-2016). Task: Predict the product of the given reaction. (1) Given the reactants [C:1]([C:9]1[CH:28]=[CH:27][C:12]([O:13][CH2:14][C:15]2[N:16]=[C:17]([C:21]3[CH:26]=[CH:25][CH:24]=[CH:23][CH:22]=3)[O:18][C:19]=2[CH3:20])=[CH:11][C:10]=1[OH:29])(=O)[C:2]1[CH:7]=[CH:6][CH:5]=[CH:4][CH:3]=1.Br[CH2:31][C:32]([O:34][CH3:35])=[O:33].C(=O)([O-])[O-].[K+].[K+].CN(C)C=O, predict the reaction product. The product is: [CH3:20][C:19]1[O:18][C:17]([C:21]2[CH:26]=[CH:25][CH:24]=[CH:23][CH:22]=2)=[N:16][C:15]=1[CH2:14][O:13][C:12]1[CH:27]=[CH:28][C:9]2[C:1]([C:2]3[CH:3]=[CH:4][CH:5]=[CH:6][CH:7]=3)=[C:31]([C:32]([O:34][CH3:35])=[O:33])[O:29][C:10]=2[CH:11]=1. (2) Given the reactants [Br:1][C:2]1[CH:7]=[CH:6][C:5]([S:8]([NH:11][CH2:12][CH2:13][N:14]2[CH2:19][CH2:18][O:17][CH2:16][CH2:15]2)(=[O:10])=[O:9])=[C:4](C)[CH:3]=1.BrC1C=CC(S(Cl)(=O)=O)=CC=1, predict the reaction product. The product is: [Br:1][C:2]1[CH:7]=[CH:6][C:5]([S:8]([NH:11][CH2:12][CH2:13][N:14]2[CH2:15][CH2:16][O:17][CH2:18][CH2:19]2)(=[O:9])=[O:10])=[CH:4][CH:3]=1. (3) Given the reactants Br[C:2]1[C:3]([N:22]2[CH2:26][CH2:25][C@H:24]([OH:27])[CH2:23]2)=[N:4][CH:5]=[C:6]([CH:21]=1)[C:7]([NH:9][C:10]1[CH:15]=[CH:14][C:13]([O:16][C:17]([F:20])([F:19])[F:18])=[CH:12][CH:11]=1)=[O:8].O1CCCCC1[N:34]1[C:38](B2OC(C)(C)C(C)(C)O2)=[CH:37][CH:36]=[N:35]1, predict the reaction product. The product is: [OH:27][C@H:24]1[CH2:25][CH2:26][N:22]([C:3]2[C:2]([C:36]3[NH:35][N:34]=[CH:38][CH:37]=3)=[CH:21][C:6]([C:7]([NH:9][C:10]3[CH:15]=[CH:14][C:13]([O:16][C:17]([F:20])([F:19])[F:18])=[CH:12][CH:11]=3)=[O:8])=[CH:5][N:4]=2)[CH2:23]1. (4) The product is: [CH3:68][C:67]([CH3:70])([CH3:69])[CH2:66][N:65]1[C:58]2[N:59]=[C:60]([C:63]#[N:64])[N:61]=[CH:62][C:57]=2[CH:56]=[C:55]1[CH2:29][N:31]1[CH2:32][CH2:33][C:34]2([N:38]([CH2:39][CH2:40][CH3:41])[C:37](=[O:42])[N:36]([CH3:43])[C:35]2=[O:44])[CH2:45][CH2:46]1. Given the reactants C(OC(N1CCC2(NC(=O)N(C)C2=O)CC1)=O)(C)(C)C.[H-].[Na+].[Br-].C(O[C:29]([N:31]1[CH2:46][CH2:45][C:34]2([N:38]([CH2:39][CH2:40][CH3:41])[C:37](=[O:42])[N:36]([CH3:43])[C:35]2=[O:44])[CH2:33][CH2:32]1)=O)(C)(C)C.C(=O)([O-])[O-].[K+].[K+].BrC[C:55]1[N:65]([CH2:66][C:67]([CH3:70])([CH3:69])[CH3:68])[C:58]2[N:59]=[C:60]([C:63]#[N:64])[N:61]=[CH:62][C:57]=2[CH:56]=1, predict the reaction product. (5) Given the reactants [CH3:1][O:2][C:3](=[O:13])[C:4]([CH3:12])([CH3:11])[CH2:5][O:6]S(C)(=O)=O.[Br:14][C:15]1[CH:20]=[CH:19][CH:18]=[CH:17][C:16]=1O.C([O-])([O-])=O.[Cs+].[Cs+], predict the reaction product. The product is: [CH3:1][O:2][C:3](=[O:13])[C:4]([CH3:12])([CH3:11])[CH2:5][O:6][C:16]1[CH:17]=[CH:18][CH:19]=[CH:20][C:15]=1[Br:14]. (6) Given the reactants [O-]CC.[Na+].ClCCCC(NC1C=C2C(=CC=1)NC=C2CCC[N:24]1[CH2:29][CH2:28][N:27]([C:30]2[C:35]([O:36][CH3:37])=[CH:34][N:33]=[CH:32][N:31]=2)[CH2:26][CH2:25]1)=O.C(Cl)Cl.CO, predict the reaction product. The product is: [CH3:37][O:36][C:35]1[C:30]([N:27]2[CH2:28][CH2:29][NH:24][CH2:25][CH2:26]2)=[N:31][CH:32]=[N:33][CH:34]=1. (7) The product is: [C:11]1([C:14]2[CH:19]=[CH:18][CH:17]=[CH:16][CH:15]=2)[CH:12]=[CH:13][C:8]([O:7][C:6]2[CH:20]=[CH:21][C:3]([OH:2])=[CH:4][CH:5]=2)=[CH:9][CH:10]=1. Given the reactants C[O:2][C:3]1[CH:21]=[CH:20][C:6]([O:7][C:8]2[CH:13]=[CH:12][C:11]([C:14]3[CH:19]=[CH:18][CH:17]=[CH:16][CH:15]=3)=[CH:10][CH:9]=2)=[CH:5][CH:4]=1.O, predict the reaction product. (8) The product is: [Cl:15][C:4]1[CH:5]=[C:6]([N:8]2[CH2:13][CH2:12][N:11]([CH3:14])[CH2:10][CH2:9]2)[CH:7]=[C:2]([NH:23][CH2:22][C:21]2[CH:24]=[CH:25][C:18]([O:17][CH3:16])=[CH:19][CH:20]=2)[N:3]=1. Given the reactants Cl[C:2]1[CH:7]=[C:6]([N:8]2[CH2:13][CH2:12][N:11]([CH3:14])[CH2:10][CH2:9]2)[CH:5]=[C:4]([Cl:15])[N:3]=1.[CH3:16][O:17][C:18]1[CH:25]=[CH:24][C:21]([CH2:22][NH2:23])=[CH:20][CH:19]=1.O, predict the reaction product.